From a dataset of Reaction yield outcomes from USPTO patents with 853,638 reactions. Predict the reaction yield, written as a fraction of the theoretical maximum amount of product (1.0 means a 100% yield; for example, 0.34 means a 34% yield). (1) The reactants are [CH3:1][NH:2][CH2:3][C:4]1[S:8][C:7]2[CH:9]=[CH:10][CH:11]=[CH:12][C:6]=2[C:5]=1[CH3:13].[C:14](Cl)(=[O:17])[CH:15]=[CH2:16].C(N(CC)CC)C. The catalyst is C(Cl)Cl. The product is [CH3:1][N:2]([CH2:3][C:4]1[S:8][C:7]2[CH:9]=[CH:10][CH:11]=[CH:12][C:6]=2[C:5]=1[CH3:13])[C:14](=[O:17])[CH:15]=[CH2:16]. The yield is 0.750. (2) The reactants are [CH2:1]([O:8][C:9]([NH:11][CH2:12][C@H:13]1[CH2:18][CH2:17][C@H:16]([C:19]([OH:21])=[O:20])[CH2:15][CH2:14]1)=[O:10])[C:2]1[CH:7]=[CH:6][CH:5]=[CH:4][CH:3]=1.NCC1C=CC(C(O)=O)=CC=1. No catalyst specified. The product is [CH2:1]([O:8][C:9]([NH:11][CH2:12][C:13]1[CH:14]=[CH:15][C:16]([C:19]([OH:21])=[O:20])=[CH:17][CH:18]=1)=[O:10])[C:2]1[CH:3]=[CH:4][CH:5]=[CH:6][CH:7]=1. The yield is 0.500. (3) The catalyst is C1COCC1.CCOCC. The reactants are C(NC(C)C)(C)C.[Li]CCCC.CN(P(N(C)C)(N(C)C)=O)C.[CH2:24]([O:26][C:27](=[O:32])[CH2:28][CH2:29][CH:30]=[CH2:31])[CH3:25].I[CH2:34][CH2:35][C:36]1[CH:41]=[CH:40][CH:39]=[C:38]([C:42]([F:45])([F:44])[F:43])[CH:37]=1. The yield is 0.390. The product is [CH2:24]([O:26][C:27](=[O:32])[CH:28]([CH2:34][CH2:35][C:36]1[CH:41]=[CH:40][CH:39]=[C:38]([C:42]([F:43])([F:44])[F:45])[CH:37]=1)[CH2:29][CH:30]=[CH2:31])[CH3:25]. (4) The catalyst is C1(C)C=CC=CC=1. The reactants are [Cl:1][CH:2]([Cl:6])[C:3]([CH3:5])=O.[CH2:7]([SH:10])[CH2:8][SH:9].[O-]S([O-])(=O)=O.[Mg+2]. The product is [CH3:5][C:3]1([CH:2]([Cl:6])[Cl:1])[S:10][CH2:7][CH2:8][S:9]1. The yield is 0.800. (5) The reactants are [CH3:1][C:2]1[O:6][N:5]=[C:4]([C:7]2[CH:12]=[CH:11][CH:10]=[CH:9][CH:8]=2)[C:3]=1[CH2:13][O:14][C:15]1[N:20]=[CH:19][C:18]([NH2:21])=[CH:17][CH:16]=1.[CH3:22][O:23][C:24]([C:26](Cl)=[O:27])=[O:25]. No catalyst specified. The product is [CH3:22][O:23][C:24](=[O:25])[C:26]([NH:21][C:18]1[CH:19]=[N:20][C:15]([O:14][CH2:13][C:3]2[C:4]([C:7]3[CH:12]=[CH:11][CH:10]=[CH:9][CH:8]=3)=[N:5][O:6][C:2]=2[CH3:1])=[CH:16][CH:17]=1)=[O:27]. The yield is 0.600. (6) The reactants are [CH2:1]([C:8]1[C:9](=O)[NH:10][C:11]2[C:16]([CH:17]=1)=[CH:15][C:14]([Br:18])=[CH:13][CH:12]=2)[C:2]1[CH:7]=[CH:6][CH:5]=[CH:4][CH:3]=1.P(Cl)(Cl)([Cl:22])=O.C(=O)(O)[O-].[Na+]. No catalyst specified. The product is [CH2:1]([C:8]1[C:9]([Cl:22])=[N:10][C:11]2[C:16]([CH:17]=1)=[CH:15][C:14]([Br:18])=[CH:13][CH:12]=2)[C:2]1[CH:7]=[CH:6][CH:5]=[CH:4][CH:3]=1. The yield is 0.920. (7) The reactants are C(N(C(C)C)C(C)C)C.[CH2:10]([NH:17][C:18]1[N:23]=[C:22]2[O:24][C:25]([C:31]3[CH:36]=[CH:35][C:34]([F:37])=[CH:33][CH:32]=3)=[C:26]([C:27](=[O:30])[NH:28][CH3:29])[C:21]2=[CH:20][C:19]=1[C:38]1[CH:39]=[C:40]([CH:44]=[CH:45][CH:46]=1)[C:41](O)=[O:42])[C:11]1[CH:16]=[CH:15][CH:14]=[CH:13][CH:12]=1.CN(C(ON1N=[N:62][C:57]2[CH:58]=[CH:59][CH:60]=N[C:56]1=2)=[N+](C)C)C.F[P-](F)(F)(F)(F)F. The catalyst is CN(C=O)C.CCOC(C)=O.Cl. The product is [CH2:10]([NH:17][C:18]1[N:23]=[C:22]2[O:24][C:25]([C:31]3[CH:32]=[CH:33][C:34]([F:37])=[CH:35][CH:36]=3)=[C:26]([C:27]([NH:28][CH3:29])=[O:30])[C:21]2=[CH:20][C:19]=1[C:38]1[CH:46]=[CH:45][CH:44]=[C:40]([C:41](=[O:42])[NH:62][C:57]23[CH2:60][CH:59]([CH2:58]2)[CH2:56]3)[CH:39]=1)[C:11]1[CH:16]=[CH:15][CH:14]=[CH:13][CH:12]=1. The yield is 0.600.